From a dataset of TCR-epitope binding with 47,182 pairs between 192 epitopes and 23,139 TCRs. Binary Classification. Given a T-cell receptor sequence (or CDR3 region) and an epitope sequence, predict whether binding occurs between them. (1) The epitope is VLWAHGFEL. The TCR CDR3 sequence is CASSPLVSSYNEQFF. Result: 1 (the TCR binds to the epitope). (2) The epitope is HTTDPSFLGRY. The TCR CDR3 sequence is CASSGQGFSYNSPLHF. Result: 1 (the TCR binds to the epitope). (3) Result: 1 (the TCR binds to the epitope). The epitope is ISDYDYYRY. The TCR CDR3 sequence is CSVELRGSSYEQYF.